From a dataset of Peptide-MHC class II binding affinity with 134,281 pairs from IEDB. Regression. Given a peptide amino acid sequence and an MHC pseudo amino acid sequence, predict their binding affinity value. This is MHC class II binding data. (1) The peptide sequence is AFILDGDMLFPKV. The MHC is DRB1_0401 with pseudo-sequence DRB1_0401. The binding affinity (normalized) is 0.885. (2) The peptide sequence is MKTGRRGSANGKTLG. The MHC is DRB5_0101 with pseudo-sequence DRB5_0101. The binding affinity (normalized) is 0.787.